The task is: Predict the reactants needed to synthesize the given product.. This data is from Full USPTO retrosynthesis dataset with 1.9M reactions from patents (1976-2016). (1) Given the product [CH3:1][N:2]([C:18]1[CH:19]=[CH:20][CH:21]=[CH:22][CH:23]=1)[C:3]1[N:8]2[N:9]=[CH:10][C:11]([CH2:12][CH2:13][CH3:14])=[C:7]2[N:6]=[C:5]([S:16][CH3:17])[N:4]=1, predict the reactants needed to synthesize it. The reactants are: [CH3:1][N:2]([C:18]1[CH:23]=[CH:22][CH:21]=[CH:20][CH:19]=1)[C:3]1[N:8]2[N:9]=[CH:10][C:11]([C:12](=O)[CH2:13][CH3:14])=[C:7]2[N:6]=[C:5]([S:16][CH3:17])[N:4]=1.ClCCl.[Li+].[Cl-].[BH4-].[Na+]. (2) Given the product [CH3:68][O:7][C:5](=[O:6])[C:4]1[CH:3]=[C:2]([N:44]2[CH2:42][CH2:41][O:76][C:73]2=[O:74])[CH:10]=[C:9]([N:11]2[C:19]3[C:14](=[CH:15][C:16]([F:20])=[CH:17][CH:18]=3)[C@@:13]3([CH2:22][C@@:21]3([C:26]3[CH:27]=[CH:28][C:29]([Cl:32])=[CH:30][CH:31]=3)[CH:23]([CH3:25])[CH3:24])[C:12]2=[O:33])[CH:8]=1, predict the reactants needed to synthesize it. The reactants are: Br[C:2]1[CH:3]=[C:4]([CH:8]=[C:9]([N:11]2[C:19]3[C:14](=[CH:15][C:16]([F:20])=[CH:17][CH:18]=3)[C@@:13]3([CH2:22][C@@:21]3([C:26]3[CH:31]=[CH:30][C:29]([Cl:32])=[CH:28][CH:27]=3)[CH:23]([CH3:25])[CH3:24])[C:12]2=[O:33])[CH:10]=1)[C:5]([O-:7])=[O:6].BrC1C=C([CH:41]=[C:42]([N:44]2C3C(=CC(F)=CC=3)[C@]3(C[C@]3(C3C=CC(Cl)=CC=3)C(C)C)C2=O)C=1)C([O-])=O.O1CC(=O)N=[C-:68]1.[C:73]([O-:76])([O-])=[O:74].[K+].[K+].CNCCNC. (3) Given the product [N:7]1([CH2:12][C@@H:14]2[CH2:18][CH2:17][CH2:16][NH:15]2)[CH2:11][CH2:10][CH2:9][CH2:8]1, predict the reactants needed to synthesize it. The reactants are: [H-].[Al+3].[Li+].[H-].[H-].[H-].[N:7]1([C:12]([C@@H:14]2[CH2:18][CH2:17][CH2:16][NH:15]2)=O)[CH2:11][CH2:10][CH2:9][CH2:8]1.O.[OH-].[Na+].